From a dataset of Catalyst prediction with 721,799 reactions and 888 catalyst types from USPTO. Predict which catalyst facilitates the given reaction. (1) The catalyst class is: 3. Product: [CH3:19][N:5]1[C:6]2[C:11](=[CH:10][C:9]([CH3:12])=[N:8][C:7]=2[CH3:13])[C:2](=[O:1])[C:3]([C:14]([O:16][CH2:17][CH3:18])=[O:15])=[CH:4]1. Reactant: [OH:1][C:2]1[C:11]2[C:6](=[C:7]([CH3:13])[N:8]=[C:9]([CH3:12])[CH:10]=2)[N:5]=[CH:4][C:3]=1[C:14]([O:16][CH2:17][CH3:18])=[O:15].[C:19]([O-])([O-])=O.[Na+].[Na+].IC. (2) Reactant: [CH3:1][CH:2]1[C:7](=[O:8])[CH2:6][C:5](=[O:9])[CH2:4][O:3]1.[CH2:10](O)[CH3:11]. Product: [CH2:10]([O:9][C:5]1[CH2:4][O:3][CH:2]([CH3:1])[C:7](=[O:8])[CH:6]=1)[CH3:11]. The catalyst class is: 65. (3) Reactant: C[O:2][C:3]1[CH:12]=[C:11]([CH3:13])[C:10]2[C:9](=[O:14])[NH:8][C@@H:7]3[CH2:15][N:16]([C:18]([O:20][C:21]([CH3:24])([CH3:23])[CH3:22])=[O:19])[CH2:17][C@H:6]3[C:5]=2[CH:4]=1.C1(S)C=CC=CC=1.C(=O)([O-])[O-].[K+].[K+]. Product: [OH:2][C:3]1[CH:12]=[C:11]([CH3:13])[C:10]2[C:9](=[O:14])[NH:8][C@@H:7]3[CH2:15][N:16]([C:18]([O:20][C:21]([CH3:24])([CH3:23])[CH3:22])=[O:19])[CH2:17][C@H:6]3[C:5]=2[CH:4]=1. The catalyst class is: 60. (4) Reactant: [Cl:1][C:2]1[CH:3]=[C:4]([C:7]([F:10])=[CH:8][N:9]=1)[C:5]#[N:6].[CH3:11][C:12]([O:15][C:16](O[C:16]([O:15][C:12]([CH3:14])([CH3:13])[CH3:11])=[O:17])=[O:17])([CH3:14])[CH3:13].NCCNCCN. Product: [Cl:1][C:2]1[CH:3]=[C:4]([CH2:5][NH:6][C:16](=[O:17])[O:15][C:12]([CH3:14])([CH3:13])[CH3:11])[C:7]([F:10])=[CH:8][N:9]=1. The catalyst class is: 5. (5) Reactant: [NH2:1][C:2]1[CH:12]=[CH:11][C:5]([C:6]([N:8]([CH3:10])[CH3:9])=[O:7])=[C:4]([F:13])[CH:3]=1.[Br:14][C:15]1[CH:20]=[CH:19][C:18]([N:21]=[C:22]=[O:23])=[CH:17][CH:16]=1. Product: [Br:14][C:15]1[CH:20]=[CH:19][C:18]([NH:21][C:22](=[O:23])[NH:1][C:2]2[CH:12]=[CH:11][C:5]([C:6]([N:8]([CH3:10])[CH3:9])=[O:7])=[C:4]([F:13])[CH:3]=2)=[CH:17][CH:16]=1. The catalyst class is: 2. (6) Reactant: [Na].[Cl-].NC(N)=[NH2+].[Cl:7][C:8]1[CH:9]=[C:10]2[C:14](=[CH:15][C:16]=1[Cl:17])[CH:13]([CH2:18][C:19]([O:21]CC)=[O:20])[N:12]([CH2:24][CH:25]([CH3:27])[CH3:26])[C:11]2=[O:28]. Product: [Cl:7][C:8]1[CH:9]=[C:10]2[C:14](=[CH:15][C:16]=1[Cl:17])[CH:13]([CH2:18][C:19]([OH:21])=[O:20])[N:12]([CH2:24][CH:25]([CH3:26])[CH3:27])[C:11]2=[O:28]. The catalyst class is: 8.